From a dataset of Full USPTO retrosynthesis dataset with 1.9M reactions from patents (1976-2016). Predict the reactants needed to synthesize the given product. (1) Given the product [F:42][CH:41]([F:43])[C:30]1[C:31]2[C:32]([F:40])([F:39])[CH2:33][CH2:34][C:35]([F:38])([F:37])[C:36]=2[N:28]([CH2:27][C:26]([NH:25][C@H:15]([C:13]2[C:12]([C:45]3[CH:46]=[CH:47][C:48]([F:54])=[C:49]([CH:53]=3)[C:50]([NH2:52])=[O:51])=[CH:11][N:10]=[C:9]([NH:8][CH2:7][CH2:6][N:1]3[CH2:5][CH2:4][O:55][CH2:56][CH2:57]3)[N:14]=2)[CH2:16][C:17]2[CH:22]=[C:21]([F:23])[CH:20]=[C:19]([F:24])[CH:18]=2)=[O:44])[N:29]=1, predict the reactants needed to synthesize it. The reactants are: [N:1]1([CH2:6][CH2:7][NH:8][C:9]2[N:14]=[C:13]([C@@H:15]([NH:25][C:26](=[O:44])[CH2:27][N:28]3[C:36]4[C:35]([F:38])([F:37])[CH2:34][CH2:33][C:32]([F:40])([F:39])[C:31]=4[C:30]([CH:41]([F:43])[F:42])=[N:29]3)[CH2:16][C:17]3[CH:22]=[C:21]([F:23])[CH:20]=[C:19]([F:24])[CH:18]=3)[C:12]([C:45]3[CH:46]=[CH:47][C:48]([F:54])=[C:49]([CH:53]=3)[C:50]([NH2:52])=[O:51])=[CH:11][N:10]=2)[CH:5]=[CH:4]N=N1.[O:55]1CCN(CCN)[CH2:57][CH2:56]1.BrC1C([C@@H](NC(=O)OC(C)(C)C)CC2C=C(F)C=C(F)C=2)=NC(S(C)(=O)=O)=NC=1. (2) Given the product [CH2:1]([O:3][C:4]([C:6]1[C:7]([CH2:18][OH:22])=[C:8]2[C:13]([Cl:14])=[C:12]([C:15]#[N:16])[CH:11]=[N:10][N:9]2[CH:17]=1)=[O:5])[CH3:2], predict the reactants needed to synthesize it. The reactants are: [CH2:1]([O:3][C:4]([C:6]1[C:7]([CH2:18]Br)=[C:8]2[C:13]([Cl:14])=[C:12]([C:15]#[N:16])[CH:11]=[N:10][N:9]2[CH:17]=1)=[O:5])[CH3:2].O.C([O-])(O)=[O:22].[Na+]. (3) Given the product [CH:11]1([C:2]2[C:3]3[CH:10]=[CH:9][NH:8][C:4]=3[N:5]=[CH:6][N:7]=2)[CH2:13][CH2:12]1, predict the reactants needed to synthesize it. The reactants are: Cl[C:2]1[C:3]2[CH:10]=[CH:9][NH:8][C:4]=2[N:5]=[CH:6][N:7]=1.[CH:11]1([Mg]Br)[CH2:13][CH2:12]1.